This data is from Full USPTO retrosynthesis dataset with 1.9M reactions from patents (1976-2016). The task is: Predict the reactants needed to synthesize the given product. (1) The reactants are: Cl[C:2]1[N:7]=[C:6](Cl)[C:5]([F:9])=[CH:4][N:3]=1.[CH3:10][O:11][C:12]([CH:14]=[C:15]1[CH:21]=[CH:20][CH:19]=[C:17]([NH2:18])[CH2:16]1)=[O:13]. Given the product [CH3:10][O:11][C:12]([CH:14]=[C:15]1[CH:21]=[CH:20][CH:19]=[C:17]([NH:18][C:2]2[N:7]=[C:6]([NH:18][C:17]3[CH2:16][C:15](=[CH:14][C:12]([O:11][CH3:10])=[O:13])[CH:21]=[CH:20][CH:19]=3)[C:5]([F:9])=[CH:4][N:3]=2)[CH2:16]1)=[O:13], predict the reactants needed to synthesize it. (2) Given the product [CH3:1][N:2]([CH3:3])[CH2:9][CH2:10][CH2:11][CH2:12][CH2:13][CH2:14][CH2:15][CH2:16][OH:17], predict the reactants needed to synthesize it. The reactants are: [CH3:1][NH:2][CH3:3].O.C(O)C.Br[CH2:9][CH2:10][CH2:11][CH2:12][CH2:13][CH2:14][CH2:15][CH2:16][OH:17]. (3) Given the product [C:36]([C:32]1[CH:31]=[C:30]([CH2:29][NH:28][C:23]2[CH:24]=[CH:25][CH:26]=[CH:27][C:22]=2[C:21]([NH:17][C:13]2[C:12]([CH3:18])=[CH:11][C:10]3[C:15](=[CH:16][C:7]([O:6][CH3:5])=[CH:8][CH:9]=3)[N:14]=2)=[O:20])[CH:35]=[CH:34][N:33]=1)#[N:37], predict the reactants needed to synthesize it. The reactants are: C[Al](C)C.[CH3:5][O:6][C:7]1[CH:16]=[C:15]2[C:10]([CH:11]=[C:12]([CH3:18])[C:13]([NH2:17])=[N:14]2)=[CH:9][CH:8]=1.C[O:20][C:21](=O)[C:22]1[CH:27]=[CH:26][CH:25]=[CH:24][C:23]=1[NH:28][CH2:29][C:30]1[CH:35]=[CH:34][N:33]=[C:32]([C:36]#[N:37])[CH:31]=1.C(N(CC(O)=O)CC(O)=O)CN(CC(O)=O)CC(O)=O. (4) Given the product [Br:37][C:34]1[CH:35]=[CH:36][C:31]([C:11]2[CH:10]=[CH:9][C:8]3[C:13](=[C:14]([C:24]4[CH:29]=[CH:28][CH:27]=[CH:26][CH:25]=4)[C:15]4[C:20]([C:7]=3[C:1]3[CH:2]=[CH:3][CH:4]=[CH:5][CH:6]=3)=[CH:19][CH:18]=[CH:17][CH:16]=4)[CH:12]=2)=[CH:32][CH:33]=1, predict the reactants needed to synthesize it. The reactants are: [C:1]1([C:7]2[C:8]3[C:13]([C:14]([C:24]4[CH:29]=[CH:28][CH:27]=[CH:26][CH:25]=4)=[C:15]4[C:20]=2[CH:19]=[C:18](B(O)O)[CH:17]=[CH:16]4)=[CH:12][CH:11]=[CH:10][CH:9]=3)[CH:6]=[CH:5][CH:4]=[CH:3][CH:2]=1.Br[C:31]1[CH:36]=[CH:35][C:34]([Br:37])=[CH:33][CH:32]=1.C(=O)([O-])[O-].[Na+].[Na+]. (5) Given the product [C:7]([O:11][C:12](=[O:30])[NH:13][CH2:14][CH2:15][S:16]([C:19]1[C:20]2[CH:21]=[CH:22][N:23]=[CH:24][C:25]=2[CH:26]=[C:27]([C:34]2[CH:35]=[CH:36][C:31]([O:41][CH:40]3[CH2:5][CH2:4][CH2:3][CH2:2][O:43]3)=[CH:32][CH:33]=2)[CH:28]=1)(=[O:18])=[O:17])([CH3:10])([CH3:9])[CH3:8], predict the reactants needed to synthesize it. The reactants are: N1C=[CH:5][CH:4]=[CH:3][CH:2]=1.[C:7]([O:11][C:12](=[O:30])[NH:13][CH2:14][CH2:15][S:16]([C:19]1[C:20]2[CH:21]=[CH:22][N:23]=[CH:24][C:25]=2[CH:26]=[C:27](Cl)[CH:28]=1)(=[O:18])=[O:17])([CH3:10])([CH3:9])[CH3:8].[C:31]1(B(O)O)[CH:36]=[CH:35][CH:34]=[CH:33][CH:32]=1.[C:40]([O-:43])([O-])=[O:41].[K+].[K+].